This data is from Forward reaction prediction with 1.9M reactions from USPTO patents (1976-2016). The task is: Predict the product of the given reaction. (1) Given the reactants [CH2:1]([NH:3][C:4]([NH:6][C:7]1[CH:12]=[CH:11][C:10](B2OC(C)(C)C(C)(C)O2)=[CH:9][N:8]=1)=[O:5])[CH3:2].[Br:22]C1N=C(N)C=CC=1.C(N=C=O)C, predict the reaction product. The product is: [Br:22][C:9]1[N:8]=[C:7]([NH:6][C:4]([NH:3][CH2:1][CH3:2])=[O:5])[CH:12]=[CH:11][CH:10]=1. (2) Given the reactants [N:1]([C:4]1[S:8][C:7]2[CH2:9][CH2:10][CH2:11][CH2:12][CH2:13][C:6]=2[C:5]=1[C:14]([O:16]C)=O)=[C:2]=[S:3].[CH3:18][C:19]1[N:23]([CH2:24][CH2:25][CH2:26][NH2:27])[CH:22]=[N:21][CH:20]=1, predict the reaction product. The product is: [CH3:18][C:19]1[N:23]([CH2:24][CH2:25][CH2:26][N:27]2[C:14](=[O:16])[C:5]3[C:6]4[CH2:13][CH2:12][CH2:11][CH2:10][CH2:9][C:7]=4[S:8][C:4]=3[NH:1][C:2]2=[S:3])[CH:22]=[N:21][CH:20]=1. (3) Given the reactants [CH2:1]([O:3][C:4]([C:6]1[S:10][C:9]([C:11]2[CH:20]=[C:19]3[C:14]([CH:15]=[CH:16][N:17]=[CH:18]3)=[CH:13][CH:12]=2)=[N:8][C:7]=1[CH3:21])=[O:5])[CH3:2].[Br:22]N1C(=O)CCC1=O.C(=O)(O)[O-].[Na+].C(OCC)(=O)C, predict the reaction product. The product is: [CH2:1]([O:3][C:4]([C:6]1[S:10][C:9]([C:11]2[CH:20]=[C:19]3[C:14]([CH:15]=[CH:16][N:17]=[CH:18]3)=[C:13]([Br:22])[CH:12]=2)=[N:8][C:7]=1[CH3:21])=[O:5])[CH3:2]. (4) The product is: [OH:77][CH2:76][CH2:78][NH:79][C:42]([C:8]1[S:7][C:6]2[CH:45]=[C:2]([F:1])[CH:3]=[CH:4][C:5]=2[C:9]=1[CH:10]1[CH2:11][CH2:12][N:13]([CH2:16][CH2:17][CH2:18][N:19]2[C:27]3[CH2:26][CH2:25][N:24]([S:28]([CH3:31])(=[O:29])=[O:30])[CH2:23][C:22]=3[C:21]([C:32]3[CH:33]=[CH:34][C:35]([C:38]([F:40])([F:41])[F:39])=[CH:36][CH:37]=3)=[N:20]2)[CH2:14][CH2:15]1)=[O:43]. Given the reactants [F:1][C:2]1[CH:3]=[CH:4][C:5]2[C:9]([CH:10]3[CH2:15][CH2:14][N:13]([CH2:16][CH2:17][CH2:18][N:19]4[C:27]5[CH2:26][CH2:25][N:24]([S:28]([CH3:31])(=[O:30])=[O:29])[CH2:23][C:22]=5[C:21]([C:32]5[CH:37]=[CH:36][C:35]([C:38]([F:41])([F:40])[F:39])=[CH:34][CH:33]=5)=[N:20]4)[CH2:12][CH2:11]3)=[C:8]([C:42](O)=[O:43])[S:7][C:6]=2[CH:45]=1.CN(C(ON1N=NC2C=CC=CC1=2)=[N+](C)C)C.F[P-](F)(F)(F)(F)F.CC(=O)OCC.[CH2:76]([CH2:78][NH2:79])[OH:77], predict the reaction product. (5) Given the reactants [Cl:1][C:2]1[CH:3]=[C:4](B(O)O)[CH:5]=[CH:6][CH:7]=1.Cl[C:12]1[N:17]=[CH:16][CH:15]=[CH:14][N:13]=1.[F-].[Cs+], predict the reaction product. The product is: [Cl:1][C:2]1[CH:3]=[C:4]([C:12]2[N:17]=[CH:16][CH:15]=[CH:14][N:13]=2)[CH:5]=[CH:6][CH:7]=1.